From a dataset of Full USPTO retrosynthesis dataset with 1.9M reactions from patents (1976-2016). Predict the reactants needed to synthesize the given product. (1) Given the product [Cl:1][C:2]1[CH:7]=[C:6]([Cl:8])[CH:5]=[CH:4][C:3]=1[C:9]1[N:10]=[C:11]([CH2:14][C:15]2[CH:24]=[CH:23][C:22]3[C:17](=[CH:18][CH:19]=[C:20]([O:25][CH3:26])[CH:21]=3)[CH:16]=2)[N:12]([C:28]2[CH:33]=[CH:32][C:31]([N+:34]([O-:36])=[O:35])=[CH:30][CH:29]=2)[CH:13]=1, predict the reactants needed to synthesize it. The reactants are: [Cl:1][C:2]1[CH:7]=[C:6]([Cl:8])[CH:5]=[CH:4][C:3]=1[C:9]1[N:10]=[C:11]([CH2:14][C:15]2[CH:24]=[CH:23][C:22]3[C:17](=[CH:18][CH:19]=[C:20]([O:25][CH3:26])[CH:21]=3)[CH:16]=2)[NH:12][CH:13]=1.F[C:28]1[CH:33]=[CH:32][C:31]([N+:34]([O-:36])=[O:35])=[CH:30][CH:29]=1. (2) Given the product [Br:10][C:11]1[CH:12]=[CH:13][C:14]([N+:19]([O-:21])=[O:20])=[C:15]([CH:18]=1)[CH:16]=[O:17], predict the reactants needed to synthesize it. The reactants are: BrC1C=C(C=CC=1)C=O.[Br:10][C:11]1[CH:12]=[CH:13][C:14]([N+:19]([O-:21])=[O:20])=[C:15]([CH:18]=1)[CH:16]=[O:17].[N+]([O-])([O-])=O.[K+].BrC1C=C(C=CC=1)C=O.